The task is: Regression. Given two drug SMILES strings and cell line genomic features, predict the synergy score measuring deviation from expected non-interaction effect.. This data is from NCI-60 drug combinations with 297,098 pairs across 59 cell lines. Drug 1: CC=C1C(=O)NC(C(=O)OC2CC(=O)NC(C(=O)NC(CSSCCC=C2)C(=O)N1)C(C)C)C(C)C. Drug 2: CC12CCC3C(C1CCC2OP(=O)(O)O)CCC4=C3C=CC(=C4)OC(=O)N(CCCl)CCCl.[Na+]. Cell line: 786-0. Synergy scores: CSS=23.0, Synergy_ZIP=-4.99, Synergy_Bliss=-3.65, Synergy_Loewe=-67.0, Synergy_HSA=-2.92.